This data is from Reaction yield outcomes from USPTO patents with 853,638 reactions. The task is: Predict the reaction yield, written as a fraction of the theoretical maximum amount of product (1.0 means a 100% yield; for example, 0.34 means a 34% yield). (1) The reactants are [F:1][C:2]([F:11])([F:10])[C:3]1[CH:4]=[C:5]([CH:7]=[CH:8][CH:9]=1)[NH2:6].C(N(CC)CC)C.[C:19]([O:22][CH2:23][CH3:24])(=[O:21])[CH3:20].[OH2:25]. No catalyst specified. The product is [O:25]=[C:20]([NH:6][C:5]1[CH:7]=[CH:8][CH:9]=[C:3]([C:2]([F:10])([F:11])[F:1])[CH:4]=1)[C:19]([O:22][CH2:23][CH3:24])=[O:21]. The yield is 0.973. (2) The reactants are [OH-].[K+].C(=O)(OC)[O:4][C:5]1[CH:10]=[C:9]([N+:11]([O-:13])=[O:12])[C:8]([C:14]([CH3:17])([CH3:16])[CH3:15])=[CH:7][C:6]=1[Cl:18].Cl. The catalyst is CO. The product is [C:14]([C:8]1[C:9]([N+:11]([O-:13])=[O:12])=[CH:10][C:5]([OH:4])=[C:6]([Cl:18])[CH:7]=1)([CH3:17])([CH3:15])[CH3:16]. The yield is 0.680. (3) The reactants are S(=O)(=O)(O)O.[Br:6][C:7]1[CH:8]=[CH:9][C:10]([O:25][C:26]([F:29])([F:28])[F:27])=[C:11]([CH:13]2[C:15]3([C:19](=[O:20])[C:18]([CH3:22])([CH3:21])[O:17][C:16]3([CH3:24])[CH3:23])[O:14]2)[CH:12]=1. The catalyst is ClCCCl. The product is [Br:6][C:7]1[CH:8]=[CH:9][C:10]([O:25][C:26]([F:28])([F:29])[F:27])=[C:11]([CH:13]2[C:19](=[O:20])[C:18]([CH3:21])([CH3:22])[O:17][C:16]([CH3:24])([CH3:23])[C:15]2=[O:14])[CH:12]=1. The yield is 0.680. (4) The reactants are C[O:2][C:3](=[O:28])[CH2:4][CH2:5][C:6]([C:8]1[C:25]2=[C:26]3[C:15]([C:16]4[C:27]5[C:20](=[CH:21][CH:22]=[CH:23][C:24]2=5)[CH:19]=[CH:18][CH:17]=4)=[CH:14][CH:13]=[CH:12][C:11]3=[CH:10][CH:9]=1)=O.O.NN.[OH-].[K+].Cl. The catalyst is C(O)COCCO.O. The product is [C:8]1([CH2:6][CH2:5][CH2:4][C:3]([OH:28])=[O:2])[C:25]2=[C:26]3[C:15]([C:16]4[C:27]5[C:20](=[CH:21][CH:22]=[CH:23][C:24]2=5)[CH:19]=[CH:18][CH:17]=4)=[CH:14][CH:13]=[CH:12][C:11]3=[CH:10][CH:9]=1. The yield is 0.688. (5) The reactants are [OH:1][CH:2]([C:6]1[CH:11]=[CH:10][C:9]([C:12]2[N:16]=[C:15]([C:17]3[O:21][N:20]=[C:19]([C:22]4[CH:27]=[CH:26][CH:25]=[CH:24][CH:23]=4)[C:18]=3[C:28]([F:31])([F:30])[F:29])[O:14][N:13]=2)=[CH:8][CH:7]=1)[C:3](O)=[O:4].Cl.[CH3:33][N:34]1[C:38]([CH3:39])=[C:37]([CH2:40][NH2:41])[C:36]([CH3:42])=[N:35]1.CN1CCOCC1.CN(C(ON1N=NC2C=CC=NC1=2)=[N+](C)C)C.F[P-](F)(F)(F)(F)F. The catalyst is CN(C=O)C. The product is [OH:1][CH:2]([C:6]1[CH:7]=[CH:8][C:9]([C:12]2[N:16]=[C:15]([C:17]3[O:21][N:20]=[C:19]([C:22]4[CH:27]=[CH:26][CH:25]=[CH:24][CH:23]=4)[C:18]=3[C:28]([F:29])([F:30])[F:31])[O:14][N:13]=2)=[CH:10][CH:11]=1)[C:3]([NH:41][CH2:40][C:37]1[C:36]([CH3:42])=[N:35][N:34]([CH3:33])[C:38]=1[CH3:39])=[O:4]. The yield is 0.448. (6) The reactants are O.OC1C2N=NNC=2C=CC=1.[C:12]([O:16][C:17]([NH:19][C@H:20]([C:25]([OH:27])=O)[CH2:21][CH:22]([CH3:24])[CH3:23])=[O:18])([CH3:15])([CH3:14])[CH3:13].[NH2:28][C:29]1[CH:30]=[C:31]([CH:36]=[CH:37][C:38]=1[NH2:39])[C:32]([O:34][CH3:35])=[O:33].C(N(CC)CC)C. The catalyst is CN(C)C=O.O. The product is [CH3:35][O:34][C:32](=[O:33])[C:31]1[CH:36]=[CH:37][C:38]([NH2:39])=[C:29]([NH:28][C:25](=[O:27])[CH:20]([NH:19][C:17]([O:16][C:12]([CH3:13])([CH3:14])[CH3:15])=[O:18])[CH2:21][CH:22]([CH3:23])[CH3:24])[CH:30]=1. The yield is 0.400. (7) The catalyst is CCO. The yield is 1.00. The reactants are [NH2:1][C@:2]([C:9]1[CH:14]=[CH:13][CH:12]=[CH:11][CH:10]=1)([CH3:8])[C:3](OCC)=[O:4].[BH4-].[Na+]. The product is [NH2:1][C@:2]([C:9]1[CH:14]=[CH:13][CH:12]=[CH:11][CH:10]=1)([CH3:8])[CH2:3][OH:4]. (8) The catalyst is CN(C=O)C.O. The yield is 0.360. The reactants are Cl[C:2]1[CH:3]=[CH:4][C:5]([N+:13]([O-:15])=[O:14])=[C:6]([CH:12]=1)[C:7]([O:9][CH2:10][CH3:11])=[O:8].C([O-])([O-])=O.[K+].[K+].[C:22]1([OH:28])[CH:27]=[CH:26][CH:25]=[CH:24][CH:23]=1. The product is [N+:13]([C:5]1[CH:4]=[CH:3][C:2]([O:28][C:22]2[CH:27]=[CH:26][CH:25]=[CH:24][CH:23]=2)=[CH:12][C:6]=1[C:7]([O:9][CH2:10][CH3:11])=[O:8])([O-:15])=[O:14]. (9) The catalyst is O. The product is [OH:10][CH2:9][CH2:8][C:4]1[CH:3]=[C:2]([NH:1][C:19](=[O:20])[O:21][C:22]([CH3:25])([CH3:24])[CH3:23])[CH:7]=[CH:6][CH:5]=1. The reactants are [NH2:1][C:2]1[CH:3]=[C:4]([CH2:8][CH2:9][OH:10])[CH:5]=[CH:6][CH:7]=1.O1CCOCC1.[OH-].[Na+].[C:19](O[C:19]([O:21][C:22]([CH3:25])([CH3:24])[CH3:23])=[O:20])([O:21][C:22]([CH3:25])([CH3:24])[CH3:23])=[O:20]. The yield is 0.790.